Dataset: Catalyst prediction with 721,799 reactions and 888 catalyst types from USPTO. Task: Predict which catalyst facilitates the given reaction. Product: [C:51]1([CH2:57][CH:58]([NH:59][C:37](=[O:39])[CH2:36][N:29]2[C:30]3[CH2:31][CH2:32][CH2:33][CH2:34][C:35]=3[C:27]([C:26]([F:25])([F:41])[F:40])=[N:28]2)[C:60]2[N:64]([C:65]3[CH:66]=[CH:67][CH:68]=[CH:69][CH:70]=3)[N:63]=[N:62][CH:61]=2)[CH:52]=[CH:53][CH:54]=[CH:55][CH:56]=1. Reactant: CN(C(ON1N=NC2C=CC=NC1=2)=[N+](C)C)C.F[P-](F)(F)(F)(F)F.[F:25][C:26]([F:41])([F:40])[C:27]1[C:35]2[CH2:34][CH2:33][CH2:32][CH2:31][C:30]=2[N:29]([CH2:36][C:37]([OH:39])=O)[N:28]=1.CCN(C(C)C)C(C)C.[C:51]1([CH2:57][CH:58]([C:60]2[N:64]([C:65]3[CH:70]=[CH:69][CH:68]=[CH:67][CH:66]=3)[N:63]=[N:62][CH:61]=2)[NH2:59])[CH:56]=[CH:55][CH:54]=[CH:53][CH:52]=1. The catalyst class is: 3.